Regression. Given two drug SMILES strings and cell line genomic features, predict the synergy score measuring deviation from expected non-interaction effect. From a dataset of NCI-60 drug combinations with 297,098 pairs across 59 cell lines. Drug 1: CC(CN1CC(=O)NC(=O)C1)N2CC(=O)NC(=O)C2. Drug 2: C1=NC2=C(N1)C(=S)N=CN2. Cell line: MALME-3M. Synergy scores: CSS=17.5, Synergy_ZIP=-7.84, Synergy_Bliss=-4.54, Synergy_Loewe=-4.76, Synergy_HSA=-2.98.